This data is from Peptide-MHC class II binding affinity with 134,281 pairs from IEDB. The task is: Regression. Given a peptide amino acid sequence and an MHC pseudo amino acid sequence, predict their binding affinity value. This is MHC class II binding data. (1) The peptide sequence is VLMAVVLASLIYRRR. The MHC is DRB1_1501 with pseudo-sequence DRB1_1501. The binding affinity (normalized) is 0.506. (2) The peptide sequence is DTVAVSGKWYLKAMTA. The MHC is DRB1_0101 with pseudo-sequence DRB1_0101. The binding affinity (normalized) is 0.466.